From a dataset of Peptide-MHC class II binding affinity with 134,281 pairs from IEDB. Regression. Given a peptide amino acid sequence and an MHC pseudo amino acid sequence, predict their binding affinity value. This is MHC class II binding data. (1) The peptide sequence is EVEFIGYGKATLECQ. The MHC is DRB5_0101 with pseudo-sequence DRB5_0101. The binding affinity (normalized) is 0.136. (2) The peptide sequence is NNAHHVCWLEASMLL. The MHC is HLA-DQA10501-DQB10402 with pseudo-sequence HLA-DQA10501-DQB10402. The binding affinity (normalized) is 0.411.